Dataset: CYP3A4 inhibition data for predicting drug metabolism from PubChem BioAssay. Task: Regression/Classification. Given a drug SMILES string, predict its absorption, distribution, metabolism, or excretion properties. Task type varies by dataset: regression for continuous measurements (e.g., permeability, clearance, half-life) or binary classification for categorical outcomes (e.g., BBB penetration, CYP inhibition). Dataset: cyp3a4_veith. (1) The compound is N/C(=N\OC(=O)c1cccc(Br)c1)c1ccc(Br)cc1. The result is 0 (non-inhibitor). (2) The molecule is Cn1cccc1C(=O)N1CCC2(CCCN(c3ccc(-c4ccccc4)cc3)C2)CC1. The result is 1 (inhibitor). (3) The result is 1 (inhibitor). The drug is COc1ccc(C(=O)N2CCC3(CCCN(C(=O)Nc4cccc(C#N)c4)C3)CC2)cc1. (4) The compound is NC(=O)COc1c(F)cc(SCCNS(=O)(=O)c2ccccc2)cc1F. The result is 1 (inhibitor). (5) The compound is Nc1cc(=O)nc(SCC(=O)Nc2cccc3ccccc23)n1CCc1ccccc1. The result is 1 (inhibitor). (6) The drug is COc1ccc(C2=Nc3cccc4cccc(c34)N2)cc1. The result is 0 (non-inhibitor).